This data is from Retrosynthesis with 50K atom-mapped reactions and 10 reaction types from USPTO. The task is: Predict the reactants needed to synthesize the given product. (1) Given the product N#CC(N)=C(C#N)NCc1cnn(-c2c(Cl)cc(C(F)(F)F)cc2Cl)n1, predict the reactants needed to synthesize it. The reactants are: N#CC(N)=C(C#N)N=Cc1cnn(-c2c(Cl)cc(C(F)(F)F)cc2Cl)n1. (2) Given the product C=Cc1c(COC)nn(C)c1Oc1cc(O[C@@H](C)C(=O)O)c(Cl)cc1Cl, predict the reactants needed to synthesize it. The reactants are: C=Cc1c(COC)nn(C)c1Oc1cc(O[C@@H](C)C(=O)OC)c(Cl)cc1Cl.